Dataset: Forward reaction prediction with 1.9M reactions from USPTO patents (1976-2016). Task: Predict the product of the given reaction. Given the reactants [Cl:1][C:2]1[C:10]2[C:5](=[N:6][CH:7]=[C:8]([CH2:11][NH:12]C(=O)OC(C)(C)C)[N:9]=2)[N:4]([S:20]([C:23]2[CH:29]=[CH:28][C:26]([CH3:27])=[CH:25][CH:24]=2)(=[O:22])=[O:21])[CH:3]=1.C(O)(C(F)(F)F)=O, predict the reaction product. The product is: [Cl:1][C:2]1[C:10]2[C:5](=[N:6][CH:7]=[C:8]([CH2:11][NH2:12])[N:9]=2)[N:4]([S:20]([C:23]2[CH:29]=[CH:28][C:26]([CH3:27])=[CH:25][CH:24]=2)(=[O:22])=[O:21])[CH:3]=1.